Task: Regression. Given a peptide amino acid sequence and an MHC pseudo amino acid sequence, predict their binding affinity value. This is MHC class II binding data.. Dataset: Peptide-MHC class II binding affinity with 134,281 pairs from IEDB (1) The peptide sequence is CEEMLDNRATLQAIA. The MHC is DRB1_0101 with pseudo-sequence DRB1_0101. The binding affinity (normalized) is 0.522. (2) The peptide sequence is KEPHQLAETIDTIID. The MHC is DRB1_0101 with pseudo-sequence DRB1_0101. The binding affinity (normalized) is 0.0548. (3) The peptide sequence is KLSDLIIADTSTAQE. The MHC is HLA-DQA10501-DQB10301 with pseudo-sequence HLA-DQA10501-DQB10301. The binding affinity (normalized) is 0.125. (4) The peptide sequence is GKWLDAKSTWYGKPT. The MHC is DRB1_0701 with pseudo-sequence DRB1_0701. The binding affinity (normalized) is 0.234. (5) The peptide sequence is PNLYNIRNLHIPEVC. The MHC is DRB1_0901 with pseudo-sequence DRB1_0901. The binding affinity (normalized) is 0.370. (6) The peptide sequence is LLNEFNNLYADKVSV. The MHC is DRB1_0404 with pseudo-sequence DRB1_0404. The binding affinity (normalized) is 0.467. (7) The binding affinity (normalized) is 0.700. The MHC is DRB1_1101 with pseudo-sequence DRB1_1101. The peptide sequence is KGLHHLQIILSGKMA. (8) The peptide sequence is CDERVSSDQSALSEF. The MHC is DRB1_0701 with pseudo-sequence DRB1_0701. The binding affinity (normalized) is 0. (9) The MHC is HLA-DQA10201-DQB10202 with pseudo-sequence HLA-DQA10201-DQB10202. The peptide sequence is LIDDVIAILPVDELY. The binding affinity (normalized) is 0.753.